Dataset: Catalyst prediction with 721,799 reactions and 888 catalyst types from USPTO. Task: Predict which catalyst facilitates the given reaction. (1) Reactant: [OH-].[Na+].[CH2:3]([CH:5]([C:11]([CH3:13])=[O:12])[C:6]([O:8]CC)=[O:7])[CH3:4]. Product: [CH2:3]([CH:5]([C:11]([CH3:13])=[O:12])[C:6]([OH:8])=[O:7])[CH3:4]. The catalyst class is: 6. (2) Reactant: [C:1](=[O:11])([S:6][C:7]([CH3:10])([CH3:9])[CH3:8])[O:2][CH:3](Cl)[CH3:4].[C:12]([OH:17])(=[O:16])[CH:13]([CH3:15])[CH3:14].C(N(C(C)C)CC)(C)C. Product: [C:1](=[O:11])([S:6][C:7]([CH3:10])([CH3:9])[CH3:8])[O:2][CH:3]([O:17][C:12](=[O:16])[CH:13]([CH3:15])[CH3:14])[CH3:4]. The catalyst class is: 28. (3) Reactant: [Cl:1][C:2]1[C:7]([CH2:8]O)=[CH:6][C:5]([C:10]#[N:11])=[CH:4][C:3]=1[NH:12][C:13]1[N:18]=[C:17]([NH:19][CH:20]2[CH2:22][CH2:21]2)[C:16]2=[N:23][CH:24]=[C:25]([C:26]#[N:27])[N:15]2[N:14]=1.C1(P([N:42]=[N+:43]=[N-:44])(C2C=CC=CC=2)=O)C=CC=CC=1.C1CCN2C(=NCCC2)CC1. Product: [N:42]([CH2:8][C:7]1[C:2]([Cl:1])=[C:3]([NH:12][C:13]2[N:18]=[C:17]([NH:19][CH:20]3[CH2:22][CH2:21]3)[C:16]3=[N:23][CH:24]=[C:25]([C:26]#[N:27])[N:15]3[N:14]=2)[CH:4]=[C:5]([C:10]#[N:11])[CH:6]=1)=[N+:43]=[N-:44]. The catalyst class is: 225. (4) Reactant: [NH:1]1[C:11]2[C:6](=[CH:7][CH:8]=[CH:9][CH:10]=2)[C:4](=[O:5])[C:2]1=[O:3].[C:12]1([Mg]Br)[CH:17]=[CH:16][CH:15]=[CH:14][CH:13]=1.C(OCC)C. Product: [OH:5][C:4]1([C:12]2[CH:17]=[CH:16][CH:15]=[CH:14][CH:13]=2)[C:6]2[C:11](=[CH:10][CH:9]=[CH:8][CH:7]=2)[NH:1][C:2]1=[O:3]. The catalyst class is: 1. (5) Reactant: [CH3:1][CH:2]([CH2:4][C@H:5]([CH2:10][NH2:11])[CH2:6][C:7]([OH:9])=[O:8])[CH3:3].[C:12]([OH:21])(=[O:20])[C@@H:13]([C@H:15]([C:17]([OH:19])=[O:18])[OH:16])[OH:14].C(O)CCC. Product: [CH3:3][CH:2]([CH2:4][C@H:5]([CH2:10][NH2:11])[CH2:6][C:7]([OH:9])=[O:8])[CH3:1].[C:17]([C@@H:15]([C@H:13]([C:12]([O-:21])=[O:20])[OH:14])[OH:16])([O-:19])=[O:18]. The catalyst class is: 6. (6) Reactant: [O:1]=[C:2]1[C:22]2[C:17](=[CH:18][CH:19]=[CH:20][CH:21]=2)[C:4]2([CH2:9][CH2:8][N:7]([C:10]([O:12][C:13]([CH3:16])([CH3:15])[CH3:14])=[O:11])[CH2:6][CH2:5]2)[CH2:3]1.[CH3:23][Mg]Cl.C1COCC1.[Cl-].[NH4+]. Product: [CH3:23][C:2]1([OH:1])[C:22]2[C:17](=[CH:18][CH:19]=[CH:20][CH:21]=2)[C:4]2([CH2:9][CH2:8][N:7]([C:10]([O:12][C:13]([CH3:15])([CH3:16])[CH3:14])=[O:11])[CH2:6][CH2:5]2)[CH2:3]1. The catalyst class is: 1. (7) Reactant: [CH2:1]([O:3][C:4](=[O:17])[C:5]([NH:7][CH2:8][C:9](=[O:16])[C:10]1[CH:11]=[N:12][CH:13]=[CH:14][CH:15]=1)=O)[CH3:2].C1(P(C2C=CC=CC=2)C2C=CC=CC=2)C=CC=CC=1.ClC(Cl)(Cl)C(Cl)(Cl)Cl.C(N(CC)CC)C. Product: [CH2:1]([O:3][C:4]([C:5]1[O:16][C:9]([C:10]2[CH:11]=[N:12][CH:13]=[CH:14][CH:15]=2)=[CH:8][N:7]=1)=[O:17])[CH3:2]. The catalyst class is: 2. (8) Reactant: [O:1]1[CH2:6][CH2:5][N:4]([C:7]2[CH:15]=[CH:14][C:10]([C:11]([NH2:13])=O)=[CH:9][CH:8]=2)[CH2:3][CH2:2]1.COC1C=CC(P2(SP(C3C=CC(OC)=CC=3)(=S)S2)=[S:25])=CC=1. Product: [O:1]1[CH2:6][CH2:5][N:4]([C:7]2[CH:15]=[CH:14][C:10]([C:11](=[S:25])[NH2:13])=[CH:9][CH:8]=2)[CH2:3][CH2:2]1. The catalyst class is: 1.